From a dataset of Forward reaction prediction with 1.9M reactions from USPTO patents (1976-2016). Predict the product of the given reaction. Given the reactants N[C@H](C(O)=[O:11])CC1C=CC=CC=1.C1(N[C@H](C(O)=O)C)CCCCC1.C1C2C(=CC=CC=2)C=CC=1N[C@H](C(O)=O)C.N[C@H](C(O)=O)CCC1C=CC=CC=1.N[CH:55]([CH2:59][CH2:60][CH2:61][CH2:62]CC)[C:56]([OH:58])=O.[CH3:65][C:66]#[N:67], predict the reaction product. The product is: [NH2:67][CH2:66][CH2:65][C:60]1[CH:61]=[CH:62][C:56]([OH:58])=[C:55]([OH:11])[CH:59]=1.